Task: Predict the reaction yield, written as a fraction of the theoretical maximum amount of product (1.0 means a 100% yield; for example, 0.34 means a 34% yield).. Dataset: Reaction yield outcomes from USPTO patents with 853,638 reactions (1) The reactants are [OH:1][C:2]1[CH:3]=[C:4]([CH:39]=[CH:40][C:41]=1[N+:42]([O-])=O)[O:5][C:6]1[CH:11]=[CH:10][C:9]([C:12]2([C:22]3[CH:27]=[CH:26][C:25]([O:28][C:29]4[CH:34]=[CH:33][C:32]([N+:35]([O-])=O)=[C:31]([OH:38])[CH:30]=4)=[CH:24][CH:23]=3)[CH:19]3[CH2:20][CH:15]4[CH2:16][CH:17]([CH2:21][CH:13]2[CH2:14]4)[CH2:18]3)=[CH:8][CH:7]=1.O.NN. The catalyst is [Pd].C(O)C. The product is [NH2:35][C:32]1[CH:33]=[CH:34][C:29]([O:28][C:25]2[CH:24]=[CH:23][C:22]([C:12]3([C:9]4[CH:10]=[CH:11][C:6]([O:5][C:4]5[CH:39]=[CH:40][C:41]([NH2:42])=[C:2]([OH:1])[CH:3]=5)=[CH:7][CH:8]=4)[CH:13]4[CH2:21][CH:17]5[CH2:16][CH:15]([CH2:20][CH:19]3[CH2:18]5)[CH2:14]4)=[CH:27][CH:26]=2)=[CH:30][C:31]=1[OH:38]. The yield is 0.671. (2) The reactants are [N:1]([CH2:4][CH2:5][CH2:6][C:7]1([C:20]2[CH:25]=[CH:24][CH:23]=[CH:22][CH:21]=2)[NH:11][N:10]=[C:9]([C:12]2[CH:17]=[C:16]([F:18])[CH:15]=[CH:14][C:13]=2[F:19])[S:8]1)=[N+:2]=[N-:3].[C:26]([N:34]=[C:35]=[S:36])(=[O:33])[C:27]1[CH:32]=[CH:31][CH:30]=[CH:29][CH:28]=1. The product is [N:1]([CH2:4][CH2:5][CH2:6][C:7]1([C:20]2[CH:25]=[CH:24][CH:23]=[CH:22][CH:21]=2)[N:11]([C:35]([NH:34][C:26](=[O:33])[C:27]2[CH:28]=[CH:29][CH:30]=[CH:31][CH:32]=2)=[S:36])[N:10]=[C:9]([C:12]2[CH:17]=[C:16]([F:18])[CH:15]=[CH:14][C:13]=2[F:19])[S:8]1)=[N+:2]=[N-:3]. The catalyst is C1COCC1. The yield is 0.540.